Dataset: Forward reaction prediction with 1.9M reactions from USPTO patents (1976-2016). Task: Predict the product of the given reaction. Given the reactants [F:1][C:2]1[CH:10]=[CH:9][C:5]([C:6]([OH:8])=O)=[CH:4][N:3]=1.Cl.[F:12][C:13]1[CH:18]=[CH:17][C:16]([C:19]2[O:23][N:22]=[C:21]([CH:24]3[CH2:29][CH2:28][CH2:27][NH:26][CH2:25]3)[N:20]=2)=[CH:15][CH:14]=1, predict the reaction product. The product is: [F:12][C:13]1[CH:18]=[CH:17][C:16]([C:19]2[O:23][N:22]=[C:21]([CH:24]3[CH2:29][CH2:28][CH2:27][N:26]([C:6]([C:5]4[CH:4]=[N:3][C:2]([F:1])=[CH:10][CH:9]=4)=[O:8])[CH2:25]3)[N:20]=2)=[CH:15][CH:14]=1.